From a dataset of Peptide-MHC class I binding affinity with 185,985 pairs from IEDB/IMGT. Regression. Given a peptide amino acid sequence and an MHC pseudo amino acid sequence, predict their binding affinity value. This is MHC class I binding data. (1) The peptide sequence is GPEGPLGQL. The MHC is HLA-B44:02 with pseudo-sequence HLA-B44:02. The binding affinity (normalized) is 0.213. (2) The binding affinity (normalized) is 0.550. The MHC is HLA-A02:03 with pseudo-sequence HLA-A02:03. The peptide sequence is CIFYDRDDV. (3) The peptide sequence is GLVGLVTFL. The MHC is HLA-A02:01 with pseudo-sequence HLA-A02:01. The binding affinity (normalized) is 0.719. (4) The peptide sequence is DAIDGEYRLR. The MHC is HLA-A68:01 with pseudo-sequence HLA-A68:01. The binding affinity (normalized) is 0.738. (5) The peptide sequence is RQMKSGGRF. The MHC is HLA-B08:01 with pseudo-sequence HLA-B08:01. The binding affinity (normalized) is 0.0847.